Dataset: Peptide-MHC class II binding affinity with 134,281 pairs from IEDB. Task: Regression. Given a peptide amino acid sequence and an MHC pseudo amino acid sequence, predict their binding affinity value. This is MHC class II binding data. (1) The peptide sequence is SKMSVVMRNTTWEGQ. The MHC is DRB1_1302 with pseudo-sequence DRB1_1302. The binding affinity (normalized) is 0.167. (2) The peptide sequence is YKRTDIVEVDRDTAR. The MHC is DRB1_0301 with pseudo-sequence DRB1_0301. The binding affinity (normalized) is 0.616. (3) The peptide sequence is DLKFPGGGQIVGGVY. The MHC is HLA-DQA10501-DQB10301 with pseudo-sequence HLA-DQA10501-DQB10301. The binding affinity (normalized) is 0.724. (4) The peptide sequence is EKKYFAATHFEPLAA. The MHC is HLA-DQA10301-DQB10302 with pseudo-sequence HLA-DQA10301-DQB10302. The binding affinity (normalized) is 0.258. (5) The peptide sequence is NGPMAVSMTGVMRGN. The MHC is DRB4_0103 with pseudo-sequence DRB4_0103. The binding affinity (normalized) is 0.588.